Task: Predict the reaction yield, written as a fraction of the theoretical maximum amount of product (1.0 means a 100% yield; for example, 0.34 means a 34% yield).. Dataset: Reaction yield outcomes from USPTO patents with 853,638 reactions The reactants are [Cl:1][C:2]1[CH:7]=[C:6]([C:8]2[CH:13]=[N:12][CH:11]=[C:10]([CH3:14])[N:9]=2)[CH:5]=[CH:4][C:3]=1[C:15]1[C:26](=[O:27])[N:25]([CH2:28][CH:29]2[O:34][CH2:33][CH:32]([NH:35][C:36](=[O:42])[O:37][C:38]([CH3:41])([CH3:40])[CH3:39])[CH2:31][O:30]2)[C:18]2[N:19]=[C:20]([S:23][CH3:24])[N:21]=[CH:22][C:17]=2[CH:16]=1.C1C=C(Cl)C=C(C(OO)=[O:51])C=1. The catalyst is C(Cl)Cl. The product is [Cl:1][C:2]1[CH:7]=[C:6]([C:8]2[CH:13]=[N:12][CH:11]=[C:10]([CH3:14])[N:9]=2)[CH:5]=[CH:4][C:3]=1[C:15]1[C:26](=[O:27])[N:25]([CH2:28][CH:29]2[O:30][CH2:31][CH:32]([NH:35][C:36](=[O:42])[O:37][C:38]([CH3:39])([CH3:41])[CH3:40])[CH2:33][O:34]2)[C:18]2[N:19]=[C:20]([S:23]([CH3:24])=[O:51])[N:21]=[CH:22][C:17]=2[CH:16]=1. The yield is 0.390.